This data is from Catalyst prediction with 721,799 reactions and 888 catalyst types from USPTO. The task is: Predict which catalyst facilitates the given reaction. (1) The catalyst class is: 6. Product: [Br:21][C:16]1[CH:15]=[C:14]2[C:19]([C:20]3[N:8]4[CH2:7][CH2:6][CH2:5][O:4][C:9]4=[N:10][C:11]=3[CH:12]=[N:13]2)=[CH:18][CH:17]=1. Reactant: C([O:4][CH2:5][CH2:6][CH2:7][N:8]1[C:20]2[C:19]3[CH:18]=[CH:17][C:16]([Br:21])=[CH:15][C:14]=3[N:13]=[CH:12][C:11]=2[N:10]=[C:9]1S(C)(=O)=O)(=O)C.[OH-].[Na+]. (2) Reactant: Cl[CH2:2][C:3]1[CH:4]=[C:5]([C:10]([O:12][CH3:13])=[O:11])[S:6][C:7]=1[CH2:8]Cl.[N+:14]([C:17]1[CH:22]=[CH:21][CH:20]=[CH:19][C:18]=1[S:23]([NH2:26])(=[O:25])=[O:24])([O-:16])=[O:15].C(=O)([O-])[O-].[K+].[K+].O. Product: [N+:14]([C:17]1[CH:22]=[CH:21][CH:20]=[CH:19][C:18]=1[S:23]([N:26]1[CH2:2][C:3]2[CH:4]=[C:5]([C:10]([O:12][CH3:13])=[O:11])[S:6][C:7]=2[CH2:8]1)(=[O:24])=[O:25])([O-:16])=[O:15]. The catalyst class is: 21. (3) Reactant: [CH:1]([S:3]([CH3:6])(=[O:5])=[O:4])=[CH2:2].[C:7]([O:11][C:12]([N:14]1[CH2:19][CH2:18][NH:17][CH2:16][CH2:15]1)=[O:13])([CH3:10])([CH3:9])[CH3:8]. Product: [C:7]([O:11][C:12]([N:14]1[CH2:19][CH2:18][N:17]([CH2:2][CH2:1][S:3]([CH3:6])(=[O:5])=[O:4])[CH2:16][CH2:15]1)=[O:13])([CH3:10])([CH3:8])[CH3:9]. The catalyst class is: 5. (4) Reactant: [H-].[Na+].[Br:3][C:4]1[CH:5]=[C:6]([C:13]([O:15][CH3:16])=[O:14])[C:7]2[CH:8]=[CH:9][NH:10][C:11]=2[CH:12]=1.Br[CH:18]([CH2:20][CH3:21])[CH3:19]. Product: [Br:3][C:4]1[CH:5]=[C:6]([C:13]([O:15][CH3:16])=[O:14])[C:7]2[CH:8]=[CH:9][N:10]([CH:18]([CH2:20][CH3:21])[CH3:19])[C:11]=2[CH:12]=1. The catalyst class is: 3. (5) Reactant: [OH:1][C:2]1[CH:3]=[N:4][N:5]([C:7]([O:9][C:10]([CH3:13])([CH3:12])[CH3:11])=[O:8])[CH:6]=1.C1C=CC(P(C2C=CC=CC=2)C2C=CC=CC=2)=CC=1.[CH3:33][C:34]([CH3:38])([CH3:37])[CH2:35]O.CC(OC(/N=N/C(OC(C)C)=O)=O)C. Product: [CH3:33][C:34]([CH3:38])([CH3:37])[CH2:35][O:1][C:2]1[CH:3]=[N:4][N:5]([C:7]([O:9][C:10]([CH3:13])([CH3:12])[CH3:11])=[O:8])[CH:6]=1. The catalyst class is: 76.